The task is: Regression. Given two drug SMILES strings and cell line genomic features, predict the synergy score measuring deviation from expected non-interaction effect.. This data is from NCI-60 drug combinations with 297,098 pairs across 59 cell lines. Drug 1: CCC1(CC2CC(C3=C(CCN(C2)C1)C4=CC=CC=C4N3)(C5=C(C=C6C(=C5)C78CCN9C7C(C=CC9)(C(C(C8N6C=O)(C(=O)OC)O)OC(=O)C)CC)OC)C(=O)OC)O.OS(=O)(=O)O. Drug 2: CN1C2=C(C=C(C=C2)N(CCCl)CCCl)N=C1CCCC(=O)O.Cl. Cell line: UACC-257. Synergy scores: CSS=-0.173, Synergy_ZIP=1.37, Synergy_Bliss=1.74, Synergy_Loewe=0.260, Synergy_HSA=-1.04.